From a dataset of Catalyst prediction with 721,799 reactions and 888 catalyst types from USPTO. Predict which catalyst facilitates the given reaction. (1) Product: [CH3:1][S:2][C:3]1[N:8]=[C:7]([NH2:15])[C:6]([C:10]([O:12][CH2:13][CH3:14])=[O:11])=[CH:5][N:4]=1. The catalyst class is: 7. Reactant: [CH3:1][S:2][C:3]1[N:8]=[C:7](Cl)[C:6]([C:10]([O:12][CH2:13][CH3:14])=[O:11])=[CH:5][N:4]=1.[NH3:15].CO. (2) The catalyst class is: 2. Reactant: [C:1]1([C:18]2[CH:23]=[CH:22][CH:21]=[CH:20][CH:19]=2)[CH:6]=[CH:5][CH:4]=[C:3]([C:7]2[C:8]([F:17])=[C:9]([O:15]C)[C:10]([O:13]C)=[N:11][CH:12]=2)[CH:2]=1.B(Br)(Br)Br. Product: [C:1]1([C:18]2[CH:23]=[CH:22][CH:21]=[CH:20][CH:19]=2)[CH:6]=[CH:5][CH:4]=[C:3]([C:7]2[C:8]([F:17])=[C:9]([OH:15])[C:10](=[O:13])[NH:11][CH:12]=2)[CH:2]=1.